From a dataset of Peptide-MHC class II binding affinity with 134,281 pairs from IEDB. Regression. Given a peptide amino acid sequence and an MHC pseudo amino acid sequence, predict their binding affinity value. This is MHC class II binding data. (1) The peptide sequence is LWDIPTPKIIEECEH. The MHC is HLA-DQA10201-DQB10402 with pseudo-sequence HLA-DQA10201-DQB10402. The binding affinity (normalized) is 0.152. (2) The peptide sequence is ISDFRAAIANYHYDA. The MHC is HLA-DQA10102-DQB10602 with pseudo-sequence HLA-DQA10102-DQB10602. The binding affinity (normalized) is 0.443.